From a dataset of Forward reaction prediction with 1.9M reactions from USPTO patents (1976-2016). Predict the product of the given reaction. Given the reactants [N:1]1[C:10]2[C:5](=[CH:6][C:7]([C:11]([CH2:13][C:14]#[N:15])=[O:12])=[CH:8][CH:9]=2)[CH:4]=[CH:3][CH:2]=1.F[C:17]1C=CC(NN)=CC=1.[F:25][C:26]1[CH:31]=[C:30]([F:32])[CH:29]=[CH:28][C:27]=1[NH:33][NH2:34], predict the reaction product. The product is: [NH2:15][C:14]1[N:33]([C:27]2[CH:28]=[CH:29][C:30]([F:32])=[CH:31][C:26]=2[F:25])[N:34]=[CH:17][C:13]=1[C:11]([C:7]1[CH:6]=[C:5]2[C:10](=[CH:9][CH:8]=1)[N:1]=[CH:2][CH:3]=[CH:4]2)=[O:12].